Predict the reactants needed to synthesize the given product. From a dataset of Full USPTO retrosynthesis dataset with 1.9M reactions from patents (1976-2016). Given the product [CH2:1]([C:3]1[CH:8]=[CH:7][CH:6]=[CH:5][C:4]=1[NH:9][C:10]1[S:11][N:18]=[N:13][N:12]=1)[CH3:2], predict the reactants needed to synthesize it. The reactants are: [CH2:1]([C:3]1[CH:8]=[CH:7][CH:6]=[CH:5][C:4]=1[NH:9][C:10]([NH:12][NH2:13])=[S:11])[CH3:2].C(O)(=O)C.[N:18]([O-])=O.[Na+].